From a dataset of NCI-60 drug combinations with 297,098 pairs across 59 cell lines. Regression. Given two drug SMILES strings and cell line genomic features, predict the synergy score measuring deviation from expected non-interaction effect. (1) Drug 1: CC12CCC(CC1=CCC3C2CCC4(C3CC=C4C5=CN=CC=C5)C)O. Drug 2: C1=NC2=C(N=C(N=C2N1C3C(C(C(O3)CO)O)F)Cl)N. Cell line: TK-10. Synergy scores: CSS=13.3, Synergy_ZIP=-8.77, Synergy_Bliss=-2.75, Synergy_Loewe=-10.4, Synergy_HSA=-3.31. (2) Drug 1: C1CN1C2=NC(=NC(=N2)N3CC3)N4CC4. Drug 2: C1=CC(=CC=C1CC(C(=O)O)N)N(CCCl)CCCl.Cl. Cell line: CAKI-1. Synergy scores: CSS=38.6, Synergy_ZIP=-10.6, Synergy_Bliss=-8.61, Synergy_Loewe=-11.7, Synergy_HSA=-3.52.